This data is from Full USPTO retrosynthesis dataset with 1.9M reactions from patents (1976-2016). The task is: Predict the reactants needed to synthesize the given product. (1) Given the product [CH3:1][C:2]1([CH2:12][OH:13])[CH2:7][CH2:6][CH:5]([C:8]([F:9])([F:10])[F:11])[CH2:4][CH2:3]1, predict the reactants needed to synthesize it. The reactants are: [CH3:1][C:2]1([C:12]([O-])=[O:13])[CH2:7][CH2:6][CH:5]([C:8]([F:11])([F:10])[F:9])[CH2:4][CH2:3]1.[BH4-].[Li+].CO. (2) Given the product [CH3:24][N:22]([CH3:23])[C:21]([CH2:20][CH2:19][C:18]1[C:14]([S:11]([C:7]2[CH:6]=[C:5]([CH:10]=[CH:9][CH:8]=2)[C:4]([OH:27])=[O:3])(=[O:13])=[O:12])=[C:15]([CH3:26])[NH:16][CH:17]=1)=[O:25], predict the reactants needed to synthesize it. The reactants are: C([O:3][C:4](=[O:27])[C:5]1[CH:10]=[CH:9][CH:8]=[C:7]([S:11]([C:14]2[C:18]([CH2:19][CH2:20][C:21](=[O:25])[N:22]([CH3:24])[CH3:23])=[CH:17][NH:16][C:15]=2[CH3:26])(=[O:13])=[O:12])[CH:6]=1)C.[OH-].[Na+]. (3) Given the product [CH3:19][O:18][CH:4]1[CH2:8][CH2:7][N:6]([C:9]2[CH:10]=[N:11][N:12]3[CH2:17][CH2:16][NH:15][CH2:14][C:13]=23)[CH2:5]1, predict the reactants needed to synthesize it. The reactants are: COC[CH:4]1[CH2:8][CH2:7][N:6]([C:9]2[CH:10]=[N:11][N:12]3[CH2:17][CH2:16][NH:15][CH2:14][C:13]=23)[CH2:5]1.[OH:18][CH:19]1CCN(C(OC(C)(C)C)=O)C1.OCC1CCN(C(OC(C)(C)C)=O)C1. (4) Given the product [O:50]=[C:45]1[CH2:46][CH2:47][C:48](=[O:49])[N:44]1[O:13][C:11](=[O:12])[CH:2]([NH:1][C:14]([O:16][CH2:17][CH:18]1[C:30]2[CH:29]=[CH:28][CH:27]=[CH:26][C:25]=2[C:24]2[C:19]1=[CH:20][CH:21]=[CH:22][CH:23]=2)=[O:15])[CH2:3][S:4][S:5][C:38]([CH3:39])([CH3:51])[CH3:37], predict the reactants needed to synthesize it. The reactants are: [NH:1]([C:14]([O:16][CH2:17][CH:18]1[C:30]2[C:25](=[CH:26][CH:27]=[CH:28][CH:29]=2)[C:24]2[C:19]1=[CH:20][CH:21]=[CH:22][CH:23]=2)=[O:15])[C@H:2]([C:11]([OH:13])=[O:12])[CH2:3][S:4][S:5]SC(C)(C)C.Cl.C(N=C=N[CH2:37][CH2:38][CH2:39]N(C)C)C.O[N:44]1[C:48](=[O:49])[CH2:47][CH2:46][C:45]1=[O:50].[CH2:51](Cl)Cl. (5) Given the product [NH:8]1[CH2:13][CH2:12][C:11](=[CH:14][C:15]2[CH:16]=[C:17]3[C:18]([CH2:21][C:22](=[O:23])[NH:30]3)=[CH:19][CH:20]=2)[CH2:10][CH2:9]1, predict the reactants needed to synthesize it. The reactants are: C(OC([N:8]1[CH2:13][CH2:12][C:11](=[CH:14][C:15]2[CH:20]=[CH:19][C:18]([CH:21](C(OC)=O)[C:22](OC)=[O:23])=[C:17]([N+:30]([O-])=O)[CH:16]=2)[CH2:10][CH2:9]1)=O)(C)(C)C.[Sn].Cl.